This data is from Catalyst prediction with 721,799 reactions and 888 catalyst types from USPTO. The task is: Predict which catalyst facilitates the given reaction. (1) Reactant: [CH3:1][N:2]1[CH2:7][CH2:6][N:5]([C:8]2[CH:13]=[C:12]([C:14]3[CH:19]=[CH:18][CH:17]=[CH:16][C:15]=3[CH3:20])[C:11]([N+:21]([O-])=O)=[CH:10][N:9]=2)[CH2:4][CH2:3]1. Product: [CH3:1][N:2]1[CH2:3][CH2:4][N:5]([C:8]2[N:9]=[CH:10][C:11]([NH2:21])=[C:12]([C:14]3[CH:19]=[CH:18][CH:17]=[CH:16][C:15]=3[CH3:20])[CH:13]=2)[CH2:6][CH2:7]1. The catalyst class is: 770. (2) The catalyst class is: 4. Product: [Cl:4][CH2:7][C:6]([C:9]1[CH:10]=[C:11]([NH:15][S:16]([C:19]2[CH:24]=[CH:23][CH:22]=[CH:21][CH:20]=2)(=[O:18])=[O:17])[CH:12]=[CH:13][CH:14]=1)=[O:8]. Reactant: S(Cl)([Cl:4])(=O)=O.[C:6]([C:9]1[CH:10]=[C:11]([NH:15][S:16]([C:19]2[CH:24]=[CH:23][CH:22]=[CH:21][CH:20]=2)(=[O:18])=[O:17])[CH:12]=[CH:13][CH:14]=1)(=[O:8])[CH3:7].CO. (3) Reactant: P(Cl)(Cl)(Cl)=O.[NH:6]1[C:14]2[C:9](=[CH:10][C:11]([CH2:15][NH:16][C:17](=[O:19])[CH3:18])=[CH:12][CH:13]=2)[CH:8]=[CH:7]1.[C:20](OCC)(=[O:22])C. Product: [CH:20]([C:8]1[C:9]2[C:14](=[CH:13][CH:12]=[C:11]([CH2:15][NH:16][C:17](=[O:19])[CH3:18])[CH:10]=2)[NH:6][CH:7]=1)=[O:22]. The catalyst class is: 9.